Dataset: Full USPTO retrosynthesis dataset with 1.9M reactions from patents (1976-2016). Task: Predict the reactants needed to synthesize the given product. (1) Given the product [Br:11][C:12]1[CH:13]=[C:14]2[C:18](=[CH:19][CH:20]=1)[NH:17][C:16](=[O:21])[C:15]2([OH:22])[C:2]1[CH:3]=[C:4]([CH3:10])[CH:5]=[CH:6][C:7]=1[O:8][CH3:9], predict the reactants needed to synthesize it. The reactants are: Br[C:2]1[CH:3]=[C:4]([CH3:10])[CH:5]=[CH:6][C:7]=1[O:8][CH3:9].[Br:11][C:12]1[CH:13]=[C:14]2[C:18](=[CH:19][CH:20]=1)[NH:17][C:16](=[O:21])[C:15]2=[O:22]. (2) The reactants are: C(OC(=O)[NH:7][CH2:8][C:9]1[CH:14]=[CH:13][C:12]([N:15]2[C:23]3[C:18](=[CH:19][CH:20]=[CH:21][CH:22]=3)[C:17]([Cl:24])=[C:16]2[C:25]#[N:26])=[CH:11][CH:10]=1)(C)(C)C.Cl. Given the product [ClH:24].[NH2:7][CH2:8][C:9]1[CH:14]=[CH:13][C:12]([N:15]2[C:23]3[C:18](=[CH:19][CH:20]=[CH:21][CH:22]=3)[C:17]([Cl:24])=[C:16]2[C:25]#[N:26])=[CH:11][CH:10]=1, predict the reactants needed to synthesize it. (3) Given the product [F:23][C:14]1[CH:15]=[C:16]([C:19]([F:22])([F:21])[F:20])[CH:17]=[CH:18][C:13]=1[CH2:12][CH2:11][NH:10][C:4]1[N:5]=[C:6]([O:8][CH3:9])[N:7]=[C:2]([C:31]2[CH:32]=[C:27]([CH2:26][C:24]#[N:25])[CH:28]=[CH:29][CH:30]=2)[CH:3]=1, predict the reactants needed to synthesize it. The reactants are: Cl[C:2]1[N:7]=[C:6]([O:8][CH3:9])[N:5]=[C:4]([NH:10][CH2:11][CH2:12][C:13]2[CH:18]=[CH:17][C:16]([C:19]([F:22])([F:21])[F:20])=[CH:15][C:14]=2[F:23])[CH:3]=1.[C:24]([CH2:26][C:27]1[CH:28]=[C:29](B(O)O)[CH:30]=[CH:31][CH:32]=1)#[N:25].C([O-])([O-])=O.[Cs+].[Cs+]. (4) Given the product [CH:14]1([C:19]2[S:28][C:27]3[NH:26][C:25]4[CH:29]=[CH:30][CH:31]=[CH:32][C:24]=4[N:23]=[C:22]([N:12]4[CH2:11][CH2:10][NH:9][C@@H:8]([CH2:1][C:2]5[CH:7]=[CH:6][CH:5]=[CH:4][CH:3]=5)[CH2:13]4)[C:21]=3[N:20]=2)[CH2:15][CH2:16][CH2:17][CH2:18]1, predict the reactants needed to synthesize it. The reactants are: [CH2:1]([C@H:8]1[CH2:13][NH:12][CH2:11][CH2:10][NH:9]1)[C:2]1[CH:7]=[CH:6][CH:5]=[CH:4][CH:3]=1.[CH:14]1([C:19]2[S:28][C:27]3[NH:26][C:25]4[CH:29]=[CH:30][CH:31]=[CH:32][C:24]=4[NH:23][C:22](=S)[C:21]=3[N:20]=2)[CH2:18][CH2:17][CH2:16][CH2:15]1.